This data is from Full USPTO retrosynthesis dataset with 1.9M reactions from patents (1976-2016). The task is: Predict the reactants needed to synthesize the given product. Given the product [CH3:30][C:26]1[N:25]=[C:24]([C:22]([OH:23])=[O:41])[CH:29]=[N:28][CH:27]=1.[OH:1][C:2]([CH3:38])([CH3:34])[CH2:3][O:4][C:5]1[CH:6]=[C:7]([CH:31]=[CH:32][CH:33]=1)[C:8]([NH:10][C:11]12[CH2:18][CH:17]3[CH2:16][CH:15]([CH2:14][C:13]([NH:21][C:22]([C:24]4[CH:29]=[N:28][CH:27]=[C:26]([CH3:30])[N:25]=4)=[O:23])([CH2:19]3)[CH2:12]1)[CH2:20]2)=[O:9], predict the reactants needed to synthesize it. The reactants are: [O:1]=[C:2]([CH3:34])[CH2:3][O:4][C:5]1[CH:6]=[C:7]([CH:31]=[CH:32][CH:33]=1)[C:8]([NH:10][C:11]12[CH2:20][CH:15]3[CH2:16][CH:17]([CH2:19][C:13]([NH:21][C:22]([C:24]4[CH:29]=[N:28][CH:27]=[C:26]([CH3:30])[N:25]=4)=[O:23])([CH2:14]3)[CH2:12]1)[CH2:18]2)=[O:9].C[Mg+].[Br-].[CH2:38]1C[O:41]CC1.